Dataset: Experimentally validated miRNA-target interactions with 360,000+ pairs, plus equal number of negative samples. Task: Binary Classification. Given a miRNA mature sequence and a target amino acid sequence, predict their likelihood of interaction. (1) The miRNA is mmu-miR-7068-3p with sequence UCACCCUGGACUGACUCUCAG. The protein sequence of the target gene is MKDSEGPQRPPLCFLSTLLSQKVPEKSDAVLRCIISGQPKPEVTWYKNGQAIDGSGIISNYEFFENQYIHVLHLSCCTKNDAAVYQISAKNSFGMICCSASVEVECSSENPQLSPNLEDDRDRGWKHETGTHEEERANQIDEKEHPYKEEESISPGTPRSADSSPSKSNHSLSLQSLGNLDISVSSSENPLGVKGTRHTGEAYDPSNTEEIANGLLFLNSSHIYEKQDRCCHKTVHSMASKFTDGDLNNDGPHDEGLRSSQQNPKVQKYISFSLPLSEATAHIYPGDSAVANKQPSPQLS.... Result: 0 (no interaction). (2) The miRNA is mmu-miR-1199-5p with sequence UCUGAGUCCCGGUCGCGCGG. The protein sequence of the target gene is MASRQQTRIQAYLEKNKIGPLFEELMTKLITETPDQPIPFLIDHLQSKQGNQGQLQRALSGSAALWAESESSEPKGTRRDFRSYDKPWQMNAKKPKKSKSDLAVSNISPPSPDSKSLPRSVDHLKWNWRTKPQSRDFDELNHILQESKKLGKALENLSRSIAISDELDKETLAFNSSLLRPRVIGEWIGRAENDADPLAAEMLQPPVPRSKNDSWESEDSSSSPAGSLKMEPKTKGLKQQQQQHKKLLAAMLSQDSFESIHSPTPSVIEEDIDNEDDAMELLENLDDLRMEGVTTLVLSG.... Result: 1 (interaction). (3) The miRNA is hsa-miR-30c-2-3p with sequence CUGGGAGAAGGCUGUUUACUCU. The protein sequence of the target gene is MGLFRGFVFLLVLCLLHQSNTSFIKLNNNGFEDIVIVIDPSVPEDEKIIEQIEDMVTTASTYLFEATEKRFFFKNVSILIPENWKENPQYKRPKHENHKHADVIVAPPTLPGRDEPYTKQFTECGEKGEYIHFTPDLLLGKKQNEYGPPGKLFVHEWAHLRWGVFDEYNEDQPFYRAKSKKIEATRCSAGISGRNRVYKCQGGSCLSRACRIDSTTKLYGKDCQFFPDKVQTEKASIMFMQSIDSVVEFCNEKTHNQEAPSLQNIKCNFRSTWEVISNSEDFKNTIPMVTPPPPPVFSLL.... Result: 0 (no interaction). (4) The miRNA is hsa-miR-7977 with sequence UUCCCAGCCAACGCACCA. The protein sequence of the target gene is MASVLNVKESKAPERTVVVAGLPVDLFSDQLLAVLVKSHFQDIKNEGGDVEDVIYPTRTKGVAYVIFKEKKVAENVIRQKKHWLARKTRHAELTVSLRVSHFGDKIFSSVNAILDLSVFGKEVTLETLVKDLKKKIPSLSFSPLKPNGRISVEGSFLAVKRLRESLLARACSLLEKDRNFTSEERKWNRQNPQRNLQRSNNSLASVRTLVPETARSGEMLVLDTDVFLYLKHKCGSYESTLKKFHILSQEKVDGEITTICLKSIQVGSQPNNAKHVKELIEEWSHALYLKLRKETFILEG.... Result: 1 (interaction). (5) The miRNA is hsa-miR-3649 with sequence AGGGACCUGAGUGUCUAAG. The protein sequence of the target gene is MSERAADDVRGEPRRAAAAAGGAAAAAARQQQQQQQQQQPPPPQPQRQQHPPPPPRRTRPEDGGPGAASTSAAAMATVGERRPLPSPEVMLGQSWNLWVEASKLPGKDGTELDESFKEFGKNREVMGLCREDMPIFGFCPAHDDFYLVVCNDCNQVVKPQAFQSHYERRHSSSSKPPLAVPPTSVFSFFPSLSKSKGGSASGSNRSSSGGVLSASSSSSKLLKSPKEKLQLRGNTRPMHPIQQSRVPHGRIMTPSVKVEKIHPKMDGTLLKSAVGPTCPATVSSLVKPGLNCPSIPKPTL.... Result: 0 (no interaction). (6) The miRNA is mmu-miR-339-3p with sequence UGAGCGCCUCGGCGACAGAGCCG. The protein sequence of the target gene is MGLGASSEQPAGGEGFHLHGVQENSPAQQAGLEPYFDFIITIGHSRLNKENDTLKALLKANVEKPVKLEVFNMKTMKVREVEVVPSNMWGGQGLLGASVRFCSFRRASEHVWHVLDVEPSSPAALAGLCPYTDYIVGSDQILQESEDFFTLIESHEGKPLKLMVYNSESDSCREVTVTPNAAWGGEGSLGCGIGYGYLHRIPTQPSSQHKKPPGATPPGTPATTSQLTAFPLGAPPPWPIPQDSSGPELGSRQSDFMEALPQVPGSFMEGQLLGPGSPSHGAADCGGCLRAMEIPLQPPP.... Result: 0 (no interaction).